From a dataset of Catalyst prediction with 721,799 reactions and 888 catalyst types from USPTO. Predict which catalyst facilitates the given reaction. Reactant: [F:1][C:2]1[CH:7]=[CH:6][CH:5]=[CH:4][C:3]=1[N:8]1[C:12](=[O:13])[CH2:11][C:10]([C:14]2[CH:19]=[CH:18][CH:17]=[CH:16][C:15]=2[F:20])=[N:9]1.C(N(CC)CC)C.C(NC1C=CC(S([N:41]=[N+:42]=[N-])(=O)=O)=CC=1)(=O)C.C(=O)([O-])[O-].[Na+].[Na+].[OH-].[Na+]. Product: [N+:41](=[C:11]1[C:10]([C:14]2[CH:19]=[CH:18][CH:17]=[CH:16][C:15]=2[F:20])=[N:9][N:8]([C:3]2[CH:4]=[CH:5][CH:6]=[CH:7][C:2]=2[F:1])[C:12]1=[O:13])=[N-:42]. The catalyst class is: 10.